From a dataset of Catalyst prediction with 721,799 reactions and 888 catalyst types from USPTO. Predict which catalyst facilitates the given reaction. Reactant: [C:1]1([C:11]2[CH2:15][CH2:14][CH:13]([OH:16])[CH:12]=2)[C:10]2[C:5](=[CH:6][CH:7]=[CH:8][CH:9]=2)[CH:4]=[CH:3][CH:2]=1.[CH2:17]([Zn]CC)C.ICI. Product: [C:1]1([C:11]23[CH2:17][CH:12]2[CH:13]([OH:16])[CH2:14][CH2:15]3)[C:10]2[C:5](=[CH:6][CH:7]=[CH:8][CH:9]=2)[CH:4]=[CH:3][CH:2]=1. The catalyst class is: 4.